This data is from NCI-60 drug combinations with 297,098 pairs across 59 cell lines. The task is: Regression. Given two drug SMILES strings and cell line genomic features, predict the synergy score measuring deviation from expected non-interaction effect. (1) Drug 1: CCC(=C(C1=CC=CC=C1)C2=CC=C(C=C2)OCCN(C)C)C3=CC=CC=C3.C(C(=O)O)C(CC(=O)O)(C(=O)O)O. Drug 2: CC1CCC2CC(C(=CC=CC=CC(CC(C(=O)C(C(C(=CC(C(=O)CC(OC(=O)C3CCCCN3C(=O)C(=O)C1(O2)O)C(C)CC4CCC(C(C4)OC)OCCO)C)C)O)OC)C)C)C)OC. Cell line: SF-295. Synergy scores: CSS=12.0, Synergy_ZIP=3.46, Synergy_Bliss=7.81, Synergy_Loewe=1.72, Synergy_HSA=8.85. (2) Drug 1: CCN(CC)CCNC(=O)C1=C(NC(=C1C)C=C2C3=C(C=CC(=C3)F)NC2=O)C. Drug 2: C1C(C(OC1N2C=NC3=C2NC=NCC3O)CO)O. Cell line: NCI/ADR-RES. Synergy scores: CSS=-0.554, Synergy_ZIP=2.49, Synergy_Bliss=2.55, Synergy_Loewe=-2.62, Synergy_HSA=-3.18. (3) Drug 1: CC1C(C(CC(O1)OC2CC(CC3=C2C(=C4C(=C3O)C(=O)C5=C(C4=O)C(=CC=C5)OC)O)(C(=O)CO)O)N)O.Cl. Drug 2: CC(C)(C#N)C1=CC(=CC(=C1)CN2C=NC=N2)C(C)(C)C#N. Cell line: SK-MEL-2. Synergy scores: CSS=25.3, Synergy_ZIP=-0.103, Synergy_Bliss=-1.10, Synergy_Loewe=-10.3, Synergy_HSA=-2.21. (4) Drug 1: C1=CC(=CC=C1C#N)C(C2=CC=C(C=C2)C#N)N3C=NC=N3. Drug 2: C1C(C(OC1N2C=C(C(=O)NC2=O)F)CO)O. Cell line: HS 578T. Synergy scores: CSS=23.2, Synergy_ZIP=1.19, Synergy_Bliss=0.472, Synergy_Loewe=-18.1, Synergy_HSA=-2.77. (5) Drug 1: CN1CCC(CC1)COC2=C(C=C3C(=C2)N=CN=C3NC4=C(C=C(C=C4)Br)F)OC. Drug 2: CC(C)(C#N)C1=CC(=CC(=C1)CN2C=NC=N2)C(C)(C)C#N. Cell line: T-47D. Synergy scores: CSS=9.17, Synergy_ZIP=-2.43, Synergy_Bliss=3.61, Synergy_Loewe=1.77, Synergy_HSA=3.73. (6) Drug 1: C1CC(=O)NC(=O)C1N2CC3=C(C2=O)C=CC=C3N. Drug 2: CC12CCC3C(C1CCC2O)C(CC4=C3C=CC(=C4)O)CCCCCCCCCS(=O)CCCC(C(F)(F)F)(F)F. Cell line: OVCAR-8. Synergy scores: CSS=0.449, Synergy_ZIP=-1.09, Synergy_Bliss=-3.30, Synergy_Loewe=-1.81, Synergy_HSA=-3.19.